Task: Predict the product of the given reaction.. Dataset: Forward reaction prediction with 1.9M reactions from USPTO patents (1976-2016) (1) Given the reactants [CH:1]1([CH2:5][CH:6]([OH:12])[C:7]([O:9][CH2:10][CH3:11])=[O:8])[CH2:4][CH2:3][CH2:2]1.[F:13][C:14]([F:27])([F:26])[S:15](O[S:15]([C:14]([F:27])([F:26])[F:13])(=[O:17])=[O:16])(=[O:17])=[O:16].CC1C=CC=C(C)N=1, predict the reaction product. The product is: [CH:1]1([CH2:5][CH:6]([O:12][S:15]([C:14]([F:27])([F:26])[F:13])(=[O:17])=[O:16])[C:7]([O:9][CH2:10][CH3:11])=[O:8])[CH2:2][CH2:3][CH2:4]1. (2) Given the reactants [Cl:1][C:2]1[CH:3]=[C:4]([CH:8]2[C:12]([C:15]3[CH:20]=[CH:19][C:18]([Cl:21])=[CH:17][CH:16]=3)([C:13]#[N:14])[CH:11]([CH2:22][C:23]([CH3:26])([CH3:25])[CH3:24])[NH:10][CH:9]2[C:27]([OH:29])=O)[CH:5]=[CH:6][CH:7]=1.[N:30]1([CH2:36][CH2:37][NH2:38])[CH2:35][CH2:34][O:33][CH2:32][CH2:31]1.F[P-](F)(F)(F)(F)F.N1(OC(N(C)C)=[N+](C)C)C2N=CC=CC=2N=N1.CCN(C(C)C)C(C)C, predict the reaction product. The product is: [N:30]1([CH2:36][CH2:37][NH:38][C:27]([CH:9]2[CH:8]([C:4]3[CH:5]=[CH:6][CH:7]=[C:2]([Cl:1])[CH:3]=3)[C:12]([C:15]3[CH:16]=[CH:17][C:18]([Cl:21])=[CH:19][CH:20]=3)([C:13]#[N:14])[CH:11]([CH2:22][C:23]([CH3:26])([CH3:24])[CH3:25])[NH:10]2)=[O:29])[CH2:35][CH2:34][O:33][CH2:32][CH2:31]1.